This data is from Reaction yield outcomes from USPTO patents with 853,638 reactions. The task is: Predict the reaction yield, written as a fraction of the theoretical maximum amount of product (1.0 means a 100% yield; for example, 0.34 means a 34% yield). The reactants are [C:1]([NH:5][CH2:6][CH:7]([C:12]1[CH:17]=[CH:16][C:15]([Cl:18])=[CH:14][CH:13]=1)[C:8]([O:10]C)=[O:9])([CH3:4])([CH3:3])[CH3:2].O([Si](C)(C)C)[K:20]. The catalyst is C1COCC1. The product is [C:1]([NH:5][CH2:6][CH:7]([C:12]1[CH:17]=[CH:16][C:15]([Cl:18])=[CH:14][CH:13]=1)[C:8]([O-:10])=[O:9])([CH3:4])([CH3:2])[CH3:3].[K+:20]. The yield is 0.970.